This data is from Full USPTO retrosynthesis dataset with 1.9M reactions from patents (1976-2016). The task is: Predict the reactants needed to synthesize the given product. Given the product [Br:1][C:5]1[C:4]([OH:3])=[CH:13][CH:12]=[C:11]2[C:6]=1[CH:7]=[CH:8][C:9]([CH2:14][N:15]([CH3:29])[C:16]([C:18]1[C:22]3[CH:23]=[CH:24][CH:25]=[CH:26][C:21]=3[O:20][C:19]=1[CH2:27][CH3:28])=[O:17])=[CH:10]2, predict the reactants needed to synthesize it. The reactants are: [Br:1]Br.[OH:3][C:4]1[CH:5]=[C:6]2[C:11](=[CH:12][CH:13]=1)[CH:10]=[C:9]([CH2:14][N:15]([CH3:29])[C:16]([C:18]1[C:22]3[CH:23]=[CH:24][CH:25]=[CH:26][C:21]=3[O:20][C:19]=1[CH2:27][CH3:28])=[O:17])[CH:8]=[CH:7]2.